This data is from Forward reaction prediction with 1.9M reactions from USPTO patents (1976-2016). The task is: Predict the product of the given reaction. (1) Given the reactants [H-].[H-].[H-].[H-].[Li+].[Al+3].[N:7]1([CH2:12][C:13]2[CH:23]=[CH:22][C:16]([C:17](OCC)=[O:18])=[CH:15][CH:14]=2)[CH:11]=[CH:10][N:9]=[CH:8]1.O, predict the reaction product. The product is: [N:7]1([CH2:12][C:13]2[CH:23]=[CH:22][C:16]([CH2:17][OH:18])=[CH:15][CH:14]=2)[CH:11]=[CH:10][N:9]=[CH:8]1. (2) Given the reactants [CH3:1][CH:2]([CH3:5])[CH:3]=O.[C:6]([O:14][CH2:15][CH3:16])(=[O:13])[CH2:7][C:8]([O:10][CH2:11][CH3:12])=[O:9].N1CCCCC1, predict the reaction product. The product is: [CH3:1][CH:2]([CH3:5])[CH:3]=[C:7]([C:8]([O:10][CH2:11][CH3:12])=[O:9])[C:6]([O:14][CH2:15][CH3:16])=[O:13].